This data is from Merck oncology drug combination screen with 23,052 pairs across 39 cell lines. The task is: Regression. Given two drug SMILES strings and cell line genomic features, predict the synergy score measuring deviation from expected non-interaction effect. (1) Drug 1: O=c1[nH]cc(F)c(=O)[nH]1. Drug 2: Cc1nc(Nc2ncc(C(=O)Nc3c(C)cccc3Cl)s2)cc(N2CCN(CCO)CC2)n1. Cell line: VCAP. Synergy scores: synergy=21.5. (2) Drug 1: O=C(NOCC(O)CO)c1ccc(F)c(F)c1Nc1ccc(I)cc1F. Drug 2: CCc1cnn2c(NCc3ccc[n+]([O-])c3)cc(N3CCCCC3CCO)nc12. Cell line: DLD1. Synergy scores: synergy=10.2.